Dataset: Full USPTO retrosynthesis dataset with 1.9M reactions from patents (1976-2016). Task: Predict the reactants needed to synthesize the given product. (1) Given the product [CH3:25][N:26]([CH:28]=[C:7]1[CH2:6][N:5]([C:8]([O:10][C:11]([CH3:12])([CH3:13])[CH3:14])=[O:9])[CH2:4][CH:3]([C:15]([O:17][CH2:18][CH3:19])=[O:16])[C:2]1=[O:1])[CH3:27], predict the reactants needed to synthesize it. The reactants are: [O:1]=[C:2]1[CH2:7][CH2:6][N:5]([C:8]([O:10][C:11]([CH3:14])([CH3:13])[CH3:12])=[O:9])[CH2:4][CH:3]1[C:15]([O:17][CH2:18][CH3:19])=[O:16].CC(O[CH:25](N(C)C)[N:26]([CH3:28])[CH3:27])(C)C. (2) Given the product [CH2:18]([O:17][C:16]1[C:9]([OH:8])=[CH:10][C:11]([N+:20]([O-:22])=[O:21])=[C:12]([CH:15]=1)[CH:13]=[O:14])[CH3:19], predict the reactants needed to synthesize it. The reactants are: C([O:8][C:9]1[C:16]([O:17][CH2:18][CH3:19])=[CH:15][C:12]([CH:13]=[O:14])=[C:11]([N+:20]([O-:22])=[O:21])[CH:10]=1)C1C=CC=CC=1.Cl. (3) Given the product [CH2:33]([O:32][CH2:31][CH2:30][O:29][C:26]1[CH:27]=[CH:28][C:23]([C:20]2[CH:21]=[CH:22][C:17]([S:14]([C:8]3([C:6]([OH:7])=[O:5])[CH2:13][CH2:12][O:11][CH2:10][CH2:9]3)(=[O:16])=[O:15])=[CH:18][CH:19]=2)=[CH:24][CH:25]=1)[CH3:34], predict the reactants needed to synthesize it. The reactants are: C([O:5][C:6]([C:8]1([S:14]([C:17]2[CH:22]=[CH:21][C:20]([C:23]3[CH:28]=[CH:27][C:26]([O:29][CH2:30][CH2:31][O:32][CH2:33][CH3:34])=[CH:25][CH:24]=3)=[CH:19][CH:18]=2)(=[O:16])=[O:15])[CH2:13][CH2:12][O:11][CH2:10][CH2:9]1)=[O:7])(C)(C)C.C(O)(C(F)(F)F)=O. (4) Given the product [C:6]1([S:12]([F:4])([F:3])([F:15])([F:14])[F:13])[CH:11]=[CH:10][CH:9]=[CH:8][CH:7]=1, predict the reactants needed to synthesize it. The reactants are: N#N.[FH:3].[F-:4].[K+].[C:6]1([S:12]([F:15])([F:14])[F:13])[CH:11]=[CH:10][CH:9]=[CH:8][CH:7]=1. (5) Given the product [Br:1][C:2]1[CH:3]=[C:4]2[C:9](=[CH:10][CH:11]=1)[O:8][CH2:7][CH2:6][C:5]2=[N:26][C:20]#[N:21], predict the reactants needed to synthesize it. The reactants are: [Br:1][C:2]1[CH:3]=[C:4]2[C:9](=[CH:10][C:11]=1F)[O:8][CH:7](C1C=CC=CC=1)[CH2:6][C:5]2=O.[C:20](=[N:26][Si](C)(C)C)=[N:21][Si](C)(C)C.